Dataset: NCI-60 drug combinations with 297,098 pairs across 59 cell lines. Task: Regression. Given two drug SMILES strings and cell line genomic features, predict the synergy score measuring deviation from expected non-interaction effect. (1) Drug 1: CS(=O)(=O)CCNCC1=CC=C(O1)C2=CC3=C(C=C2)N=CN=C3NC4=CC(=C(C=C4)OCC5=CC(=CC=C5)F)Cl. Drug 2: CC12CCC3C(C1CCC2OP(=O)(O)O)CCC4=C3C=CC(=C4)OC(=O)N(CCCl)CCCl.[Na+]. Cell line: NCIH23. Synergy scores: CSS=-0.805, Synergy_ZIP=2.29, Synergy_Bliss=5.39, Synergy_Loewe=-2.29, Synergy_HSA=-1.39. (2) Drug 1: CC1=CC=C(C=C1)C2=CC(=NN2C3=CC=C(C=C3)S(=O)(=O)N)C(F)(F)F. Drug 2: C1=NNC2=C1C(=O)NC=N2. Cell line: LOX IMVI. Synergy scores: CSS=9.59, Synergy_ZIP=-2.82, Synergy_Bliss=-3.40, Synergy_Loewe=-4.32, Synergy_HSA=-3.47. (3) Cell line: EKVX. Synergy scores: CSS=15.0, Synergy_ZIP=-4.20, Synergy_Bliss=0.551, Synergy_Loewe=1.86, Synergy_HSA=4.08. Drug 2: CC1=C(C(=O)C2=C(C1=O)N3CC4C(C3(C2COC(=O)N)OC)N4)N. Drug 1: CC1=C(C(=CC=C1)Cl)NC(=O)C2=CN=C(S2)NC3=CC(=NC(=N3)C)N4CCN(CC4)CCO. (4) Drug 1: C1CC(C1)(C(=O)O)C(=O)O.[NH2-].[NH2-].[Pt+2]. Drug 2: CNC(=O)C1=NC=CC(=C1)OC2=CC=C(C=C2)NC(=O)NC3=CC(=C(C=C3)Cl)C(F)(F)F. Cell line: MALME-3M. Synergy scores: CSS=0.391, Synergy_ZIP=-2.18, Synergy_Bliss=-2.40, Synergy_Loewe=-8.52, Synergy_HSA=-3.29. (5) Drug 1: CCN(CC)CCNC(=O)C1=C(NC(=C1C)C=C2C3=C(C=CC(=C3)F)NC2=O)C. Drug 2: CCC1(C2=C(COC1=O)C(=O)N3CC4=CC5=C(C=CC(=C5CN(C)C)O)N=C4C3=C2)O.Cl. Cell line: EKVX. Synergy scores: CSS=4.28, Synergy_ZIP=-4.73, Synergy_Bliss=-5.42, Synergy_Loewe=-7.01, Synergy_HSA=-6.39. (6) Drug 1: CC1=C2C(C(=O)C3(C(CC4C(C3C(C(C2(C)C)(CC1OC(=O)C(C(C5=CC=CC=C5)NC(=O)OC(C)(C)C)O)O)OC(=O)C6=CC=CC=C6)(CO4)OC(=O)C)O)C)O. Drug 2: CCC1(C2=C(COC1=O)C(=O)N3CC4=CC5=C(C=CC(=C5CN(C)C)O)N=C4C3=C2)O.Cl. Cell line: NCI-H226. Synergy scores: CSS=16.5, Synergy_ZIP=-10.0, Synergy_Bliss=-13.9, Synergy_Loewe=-10.6, Synergy_HSA=-9.77. (7) Drug 1: CC12CCC3C(C1CCC2O)C(CC4=C3C=CC(=C4)O)CCCCCCCCCS(=O)CCCC(C(F)(F)F)(F)F. Drug 2: CC(C)NC(=O)C1=CC=C(C=C1)CNNC.Cl. Cell line: NCI-H460. Synergy scores: CSS=-2.95, Synergy_ZIP=1.64, Synergy_Bliss=0.856, Synergy_Loewe=-1.79, Synergy_HSA=-2.87.